From a dataset of Forward reaction prediction with 1.9M reactions from USPTO patents (1976-2016). Predict the product of the given reaction. (1) Given the reactants [F:1][C:2]1[CH:3]=[C:4]([C:8]2[CH:22]=[CH:21][C:11]([C:12]([NH:14][C@H]3[C@H](O)CNC3)=[O:13])=[CH:10][N:9]=2)[CH:5]=[CH:6][CH:7]=1.ClC1N=C(C)C=CC=1C#N.C(O)CCC.O, predict the reaction product. The product is: [F:1][C:2]1[CH:3]=[C:4]([C:8]2[CH:22]=[CH:21][C:11]([C:12]([NH2:14])=[O:13])=[CH:10][N:9]=2)[CH:5]=[CH:6][CH:7]=1. (2) The product is: [Cl:36][C:23]1[C:24]([C:26]2[N:30]3[CH:31]=[CH:32][CH:33]=[C:34]([F:35])[C:29]3=[N:28][CH:27]=2)=[N:25][C:20]([NH:19][C:16]2[CH:17]=[CH:18][C:13]([N:6]3[CH2:7][CH:8]4[O:12][CH:4]([CH2:11][N:10]([CH3:2])[CH2:9]4)[CH2:5]3)=[CH:14][C:15]=2[O:37][CH3:38])=[N:21][CH:22]=1. Given the reactants [Na].[CH2:2]=O.[CH:4]12[O:12][CH:8]([CH2:9][NH:10][CH2:11]1)[CH2:7][N:6]([C:13]1[CH:18]=[CH:17][C:16]([NH:19][C:20]3[N:25]=[C:24]([C:26]4[N:30]5[CH:31]=[CH:32][CH:33]=[C:34]([F:35])[C:29]5=[N:28][CH:27]=4)[C:23]([Cl:36])=[CH:22][N:21]=3)=[C:15]([O:37][CH3:38])[CH:14]=1)[CH2:5]2.N, predict the reaction product. (3) Given the reactants [N:1]1([C:6]2[CH:13]=[CH:12][CH:11]=[CH:10][C:7]=2[C:8]#[N:9])[CH:5]=[CH:4][N:3]=[CH:2]1.N, predict the reaction product. The product is: [N:1]1([C:6]2[CH:13]=[CH:12][CH:11]=[CH:10][C:7]=2[CH2:8][NH2:9])[CH:5]=[CH:4][N:3]=[CH:2]1. (4) Given the reactants [NH2:1][CH:2]1[CH2:7][CH2:6][N:5]([C:8]([O:10][C:11]([CH3:14])([CH3:13])[CH3:12])=[O:9])[CH2:4][CH2:3]1.C[Al](C)C.[Br:19][C:20]1[N:25]=[CH:24][C:23]([O:26][C@H:27]2[CH2:31][CH2:30][O:29][C:28]2=[O:32])=[CH:22][CH:21]=1, predict the reaction product. The product is: [Br:19][C:20]1[N:25]=[CH:24][C:23]([O:26][C@@H:27]([CH2:31][CH2:30][OH:29])[C:28]([NH:1][CH:2]2[CH2:3][CH2:4][N:5]([C:8]([O:10][C:11]([CH3:14])([CH3:13])[CH3:12])=[O:9])[CH2:6][CH2:7]2)=[O:32])=[CH:22][CH:21]=1.